This data is from Reaction yield outcomes from USPTO patents with 853,638 reactions. The task is: Predict the reaction yield, written as a fraction of the theoretical maximum amount of product (1.0 means a 100% yield; for example, 0.34 means a 34% yield). The reactants are [C:1]([C:5]1[CH:6]=[C:7]([CH:12]=[CH:13][C:14]=1[OH:15])[C:8]([O:10][CH3:11])=[O:9])([CH3:4])([CH3:3])[CH3:2].C(Cl)Cl.[S:19](O[S:19]([C:22]([F:25])([F:24])[F:23])(=[O:21])=[O:20])([C:22]([F:25])([F:24])[F:23])(=[O:21])=[O:20]. The catalyst is CN(C1C=CN=CC=1)C. The product is [C:1]([C:5]1[CH:6]=[C:7]([CH:12]=[CH:13][C:14]=1[O:15][S:19]([C:22]([F:25])([F:24])[F:23])(=[O:21])=[O:20])[C:8]([O:10][CH3:11])=[O:9])([CH3:4])([CH3:2])[CH3:3]. The yield is 0.980.